Predict which catalyst facilitates the given reaction. From a dataset of Catalyst prediction with 721,799 reactions and 888 catalyst types from USPTO. Reactant: Cl.[Cl:2][C:3]1[CH:4]=[C:5]([N:9]2[CH2:14][CH2:13][NH:12][CH2:11][CH2:10]2)[CH:6]=[CH:7][CH:8]=1.[OH-].[Na+].Br[CH2:18][CH2:19][Cl:20]. Product: [Cl:20][CH2:19][CH2:18][N:12]1[CH2:13][CH2:14][N:9]([C:5]2[CH:6]=[CH:7][CH:8]=[C:3]([Cl:2])[CH:4]=2)[CH2:10][CH2:11]1. The catalyst class is: 16.